Dataset: KCNQ2 potassium channel screen with 302,405 compounds. Task: Binary Classification. Given a drug SMILES string, predict its activity (active/inactive) in a high-throughput screening assay against a specified biological target. (1) The compound is s1c2CC(CCc2c(c1)C(=O)Nc1sc(nn1)C)C. The result is 0 (inactive). (2) The compound is Brc1cc(NP(Oc2c(OC)cccc2)(=O)C)ccc1. The result is 0 (inactive). (3) The drug is S(c1n(c(=O)c2c(n1)cccc2)C)Cc1oc(nn1)c1cc(OC)c(OC)cc1. The result is 0 (inactive). (4) The compound is O=C(Nc1ccccc1)Nc1ncc(cc1)C. The result is 0 (inactive). (5) The drug is S(CC(O)Cn1ncc2c(c1=O)cccc2)C. The result is 0 (inactive). (6) The drug is O=C(N1C(CCCC1)C)CCn1c2c(oc1=O)cccc2. The result is 0 (inactive). (7) The molecule is s1c(N2CCN(CC2)c2ccccc2)ncc1CN1C(=O)c2c(C1=O)cccc2. The result is 0 (inactive).